This data is from Full USPTO retrosynthesis dataset with 1.9M reactions from patents (1976-2016). The task is: Predict the reactants needed to synthesize the given product. (1) Given the product [O:18]1[CH2:22][CH2:21][CH:20]([CH2:23][NH:24][C:14]([C:11]2[CH:10]=[C:9]([CH:2]([F:1])[C:3]3[CH:4]=[CH:5][CH:6]=[CH:7][CH:8]=3)[O:13][N:12]=2)=[O:16])[CH2:19]1, predict the reactants needed to synthesize it. The reactants are: [F:1][CH:2]([C:9]1[O:13][N:12]=[C:11]([C:14]([OH:16])=O)[CH:10]=1)[C:3]1[CH:8]=[CH:7][CH:6]=[CH:5][CH:4]=1.Cl.[O:18]1[CH2:22][CH2:21][CH:20]([CH2:23][NH2:24])[CH2:19]1.C(N(CC)CC)C.ON1C2C=CC=CC=2N=N1.Cl.C(N=C=NCCCN(C)C)C. (2) The reactants are: C([NH:5][S:6]([C:9]1[CH:10]=[C:11]([C:15]2[CH:20]=[CH:19][CH:18]=[C:17]([C:21]3[CH2:22][C:23](=[O:36])[NH:24][C:25]4[CH:31]=[C:30]([C:32]([F:35])([F:34])[F:33])[CH:29]=[CH:28][C:26]=4[N:27]=3)[CH:16]=2)[CH:12]=[CH:13][CH:14]=1)(=[O:8])=[O:7])(C)(C)C.C(O)(C(F)(F)F)=O. Given the product [O:36]=[C:23]1[CH2:22][C:21]([C:17]2[CH:16]=[C:15]([C:11]3[CH:12]=[CH:13][CH:14]=[C:9]([S:6]([NH2:5])(=[O:7])=[O:8])[CH:10]=3)[CH:20]=[CH:19][CH:18]=2)=[N:27][C:26]2[CH:28]=[CH:29][C:30]([C:32]([F:34])([F:35])[F:33])=[CH:31][C:25]=2[NH:24]1, predict the reactants needed to synthesize it. (3) Given the product [C:8]([C:6]1[CH:7]=[C:2]([NH:1][S:19]([CH3:18])(=[O:21])=[O:20])[CH:3]=[CH:4][C:5]=1[Cl:11])(=[O:10])[CH3:9], predict the reactants needed to synthesize it. The reactants are: [NH2:1][C:2]1[CH:3]=[CH:4][C:5]([Cl:11])=[C:6]([C:8](=[O:10])[CH3:9])[CH:7]=1.N1C=CC=CC=1.[CH3:18][S:19](Cl)(=[O:21])=[O:20].O.